Dataset: Reaction yield outcomes from USPTO patents with 853,638 reactions. Task: Predict the reaction yield, written as a fraction of the theoretical maximum amount of product (1.0 means a 100% yield; for example, 0.34 means a 34% yield). (1) The reactants are ClC1C=C(NN=C(Cl)S(C)(=O)=O)C=CC=1.IC1C=CC(N2CCC=C(N3CCOCC3)C2=O)=CC=1.C(N(CC)CC)C.[Cl:43][C:44]1[CH:45]=[C:46]([N:50]2[C:54]3(N4CCOCC4)[C:55](=[O:66])[N:56]([C:59]4[CH:64]=[CH:63][C:62]([I:65])=[CH:61][CH:60]=4)[CH2:57][CH2:58][CH:53]3[C:52]([S:73]([CH3:76])(=[O:75])=[O:74])=[N:51]2)[CH:47]=[CH:48][CH:49]=1. The catalyst is C1(C)C=CC=CC=1. The product is [Cl:43][C:44]1[CH:45]=[C:46]([N:50]2[C:54]3[C:55](=[O:66])[N:56]([C:59]4[CH:60]=[CH:61][C:62]([I:65])=[CH:63][CH:64]=4)[CH2:57][CH2:58][C:53]=3[C:52]([S:73]([CH3:76])(=[O:75])=[O:74])=[N:51]2)[CH:47]=[CH:48][CH:49]=1. The yield is 0.640. (2) The reactants are [C:1]([NH:4][C:5]1[N:10]=[CH:9][C:8]([NH:11][C:12](=[O:19])OCC(Cl)(Cl)Cl)=[CH:7][CH:6]=1)(=[O:3])[CH3:2].[F:20][C:21]1[CH:26]=[CH:25][CH:24]=[CH:23][C:22]=1[C:27]1[N:28]=[C:29]([N:32]2[CH2:37][CH2:36][NH:35][CH2:34][CH2:33]2)[S:30][CH:31]=1.C(N(C(C)C)CC)(C)C.O. The catalyst is CS(C)=O. The product is [C:1]([NH:4][C:5]1[N:10]=[CH:9][C:8]([NH:11][C:12]([N:35]2[CH2:36][CH2:37][N:32]([C:29]3[S:30][CH:31]=[C:27]([C:22]4[CH:23]=[CH:24][CH:25]=[CH:26][C:21]=4[F:20])[N:28]=3)[CH2:33][CH2:34]2)=[O:19])=[CH:7][CH:6]=1)(=[O:3])[CH3:2]. The yield is 0.458. (3) The yield is 0.610. The reactants are ClC1C(C(F)(F)F)=CN=C(NC2C=CC(CP(=O)(OCC)OCC)=CC=2)N=1.Cl[C:29]1[N:34]=[C:33]([Cl:35])[C:32]([C:36]([F:39])([F:38])[F:37])=[CH:31][N:30]=1.[CH2:40]([O:42][P:43]([CH2:48][C:49]1[CH:54]=[CH:53][C:52]([NH2:55])=[C:51]([O:56][CH3:57])[N:50]=1)(=[O:47])[O:44][CH2:45][CH3:46])[CH3:41]. No catalyst specified. The product is [CH2:40]([O:42][P:43]([CH2:48][C:49]1[CH:54]=[CH:53][C:52]([NH:55][C:29]2[N:34]=[C:33]([Cl:35])[C:32]([C:36]([F:39])([F:38])[F:37])=[CH:31][N:30]=2)=[C:51]([O:56][CH3:57])[N:50]=1)(=[O:47])[O:44][CH2:45][CH3:46])[CH3:41]. (4) The reactants are [NH2:1][CH2:2][CH:3]([NH:11][C:12](=[O:18])[O:13][C:14]([CH3:17])([CH3:16])[CH3:15])[C:4]1[CH:9]=[CH:8][C:7]([Cl:10])=[CH:6][CH:5]=1.C(N(C(C)C)C(C)C)C.[C:28](OC(=O)C)(=[O:30])[CH3:29]. The catalyst is C1COCC1. The product is [C:28]([NH:1][CH2:2][CH:3]([NH:11][C:12](=[O:18])[O:13][C:14]([CH3:15])([CH3:17])[CH3:16])[C:4]1[CH:5]=[CH:6][C:7]([Cl:10])=[CH:8][CH:9]=1)(=[O:30])[CH3:29]. The yield is 0.627. (5) The reactants are [NH2:1][C:2]1[N:7]=[CH:6][N:5]=[C:4]2[N:8]([C@@H:26]3[CH2:31][CH2:30][CH2:29][N:28]([C:32](=[O:36])[CH2:33][C:34]#[N:35])[CH2:27]3)[N:9]=[C:10]([C:11]3[CH:16]=[CH:15][C:14]([O:17][C:18]4[CH:23]=[C:22]([F:24])[CH:21]=[C:20]([F:25])[CH:19]=4)=[CH:13][CH:12]=3)[C:3]=12.[CH:37]1([CH:40]=O)[CH2:39][CH2:38]1.N1CCCCC1.ClCCl. The catalyst is CO. The product is [NH2:1][C:2]1[N:7]=[CH:6][N:5]=[C:4]2[N:8]([C@@H:26]3[CH2:31][CH2:30][CH2:29][N:28]([C:32]([C:33](=[CH:40][CH:37]4[CH2:39][CH2:38]4)[C:34]#[N:35])=[O:36])[CH2:27]3)[N:9]=[C:10]([C:11]3[CH:16]=[CH:15][C:14]([O:17][C:18]4[CH:19]=[C:20]([F:25])[CH:21]=[C:22]([F:24])[CH:23]=4)=[CH:13][CH:12]=3)[C:3]=12. The yield is 0.420. (6) The reactants are [OH:1][C:2]1([CH:8]([C:23]2[CH:28]=[CH:27][CH:26]=[C:25]([C:29]#[C:30][Si](C)(C)C)[CH:24]=2)[CH2:9][N:10]2[CH2:15][CH2:14][N:13]([C:16]([O:18][C:19]([CH3:22])([CH3:21])[CH3:20])=[O:17])[CH2:12][CH2:11]2)[CH2:7][CH2:6][CH2:5][CH2:4][CH2:3]1.C(=O)([O-])[O-].[K+].[K+]. The catalyst is CO. The product is [C:29]([C:25]1[CH:24]=[C:23]([CH:8]([C:2]2([OH:1])[CH2:7][CH2:6][CH2:5][CH2:4][CH2:3]2)[CH2:9][N:10]2[CH2:11][CH2:12][N:13]([C:16]([O:18][C:19]([CH3:22])([CH3:21])[CH3:20])=[O:17])[CH2:14][CH2:15]2)[CH:28]=[CH:27][CH:26]=1)#[CH:30]. The yield is 0.800. (7) The reactants are Br[C:2]1[CH:3]=[C:4]([C:8]2([C:21]3[CH:26]=[CH:25][CH:24]=[CH:23][CH:22]=3)[C:20]3[CH:19]=[CH:18][CH:17]=[CH:16][C:15]=3[C:14]3[C:9]2=[CH:10][CH:11]=[CH:12][CH:13]=3)[CH:5]=[CH:6][CH:7]=1.CC(C)([O-])C.[Na+].[NH2:33][C:34]1[CH:39]=[CH:38][CH:37]=[C:36]([CH3:40])[CH:35]=1.C(P(C(C)(C)C)C(C)(C)C)(C)(C)C. The catalyst is C1C=CC(/C=C/C(/C=C/C2C=CC=CC=2)=O)=CC=1.C1C=CC(/C=C/C(/C=C/C2C=CC=CC=2)=O)=CC=1.[Pd].CCCCCC.C1(C)C=CC=CC=1. The product is [CH3:40][C:36]1[CH:35]=[C:34]([NH:33][C:25]2[CH:24]=[CH:23][CH:22]=[C:21]([C:8]3([C:4]4[CH:5]=[CH:6][CH:7]=[CH:2][CH:3]=4)[C:9]4[CH:10]=[CH:11][CH:12]=[CH:13][C:14]=4[C:15]4[C:20]3=[CH:19][CH:18]=[CH:17][CH:16]=4)[CH:26]=2)[CH:39]=[CH:38][CH:37]=1. The yield is 0.820.